From a dataset of Catalyst prediction with 721,799 reactions and 888 catalyst types from USPTO. Predict which catalyst facilitates the given reaction. Reactant: [NH:1]1[C@@H:9]2[C@@H:4]([CH2:5][CH2:6][CH2:7][CH2:8]2)[CH2:3][C@@H:2]1[C:10]([OH:12])=[O:11].[OH-].[Na+].[C:15](O[C:15]([O:17][C:18]([CH3:21])([CH3:20])[CH3:19])=[O:16])([O:17][C:18]([CH3:21])([CH3:20])[CH3:19])=[O:16]. The catalyst class is: 20. Product: [C:18]([O:17][C:15]([N:1]1[C@@H:9]2[C@@H:4]([CH2:5][CH2:6][CH2:7][CH2:8]2)[CH2:3][C@@H:2]1[C:10]([OH:12])=[O:11])=[O:16])([CH3:21])([CH3:20])[CH3:19].